The task is: Predict the reaction yield, written as a fraction of the theoretical maximum amount of product (1.0 means a 100% yield; for example, 0.34 means a 34% yield).. This data is from Reaction yield outcomes from USPTO patents with 853,638 reactions. (1) The reactants are C(C1C=C[C:8]([C:11]([CH3:40])([CH2:15][CH2:16][CH2:17][CH2:18][C:19](=[O:39])[CH2:20][CH2:21][CH2:22][CH2:23][C:24]([C:29]2C=CC(CC(C)C)=CC=2)([CH3:28])[C:25]([OH:27])=[O:26])[C:12]([OH:14])=[O:13])=CC=1)C(C)C.[OH-].[K+]. The catalyst is C(O)C.O. The product is [O:39]=[C:19]([CH2:20][CH2:21][CH2:22][CH2:23][C:24]([CH3:29])([CH3:28])[C:25]([OH:27])=[O:26])[CH2:18][CH2:17][CH2:16][CH2:15][C:11]([CH3:8])([CH3:40])[C:12]([OH:14])=[O:13]. The yield is 0.860. (2) The reactants are [CH3:1][O:2][CH:3]1[CH:7]([C:8]#[C:9][Sn](CCCC)(CCCC)CCCC)[CH2:6][CH:5]([O:23][CH3:24])[O:4]1.I[C:26]1[CH:33]=[CH:32][C:29]([C:30]#[N:31])=[CH:28][CH:27]=1. The catalyst is C1(C)C=CC=CC=1.[Pd].C1(P(C2C=CC=CC=2)C2C=CC=CC=2)C=CC=CC=1.C1(P(C2C=CC=CC=2)C2C=CC=CC=2)C=CC=CC=1.C1(P(C2C=CC=CC=2)C2C=CC=CC=2)C=CC=CC=1.C1(P(C2C=CC=CC=2)C2C=CC=CC=2)C=CC=CC=1. The product is [C:30]([C:29]1[CH:32]=[CH:33][C:26]([C:9]#[C:8][CH:7]2[CH2:6][CH:5]([O:23][CH3:24])[O:4][CH:3]2[O:2][CH3:1])=[CH:27][CH:28]=1)#[N:31]. The yield is 1.00. (3) The reactants are [Br:1][C:2]1[CH:7]=[CH:6][C:5]([C:8]([C:10]2[CH:15]=[CH:14][C:13]([OH:16])=[C:12]([Cl:17])[CH:11]=2)=O)=[CH:4][CH:3]=1.[C:18]1(=O)[CH2:24][CH2:23][CH2:22][CH2:21][CH2:20][CH2:19]1.C([O-])([O-])=O.[K+].[K+]. The catalyst is C1COCC1.[Zn].Cl[Ti](Cl)(Cl)Cl. The product is [Br:1][C:2]1[CH:7]=[CH:6][C:5]([C:8](=[C:18]2[CH2:24][CH2:23][CH2:22][CH2:21][CH2:20][CH2:19]2)[C:10]2[CH:15]=[CH:14][C:13]([OH:16])=[C:12]([Cl:17])[CH:11]=2)=[CH:4][CH:3]=1. The yield is 0.640.